The task is: Predict which catalyst facilitates the given reaction.. This data is from Catalyst prediction with 721,799 reactions and 888 catalyst types from USPTO. (1) Reactant: [CH:1]1([CH2:6][CH:7]([C:19]2[CH:24]=[CH:23][C:22]([S:25]([CH3:28])(=[O:27])=[O:26])=[CH:21][CH:20]=2)[C:8](=O)[CH2:9][CH2:10][C:11]([C:13]2[S:14][CH:15]=[CH:16][N:17]=2)=O)[CH2:5][CH2:4][CH2:3][CH2:2]1.C([O-])(=O)C.[NH4+:33]. Product: [CH:1]1([CH2:6][CH:7]([C:8]2[NH:33][C:11]([C:13]3[S:14][CH:15]=[CH:16][N:17]=3)=[CH:10][CH:9]=2)[C:19]2[CH:24]=[CH:23][C:22]([S:25]([CH3:28])(=[O:27])=[O:26])=[CH:21][CH:20]=2)[CH2:5][CH2:4][CH2:3][CH2:2]1. The catalyst class is: 42. (2) Reactant: CCN(C(C)C)C(C)C.Cl.Cl.[N:12]1([C:18]2[CH:23]=[CH:22][N:21]=[C:20]3[NH:24][N:25]=[C:26]([O:27][CH2:28][CH2:29][OH:30])[C:19]=23)[CH2:17][CH2:16][NH:15][CH2:14][CH2:13]1.[C:31]([O:35][C:36]([N:38]([CH:51]([CH3:53])[CH3:52])[CH2:39][C@H:40]([C:44]1[CH:49]=[CH:48][C:47]([Cl:50])=[CH:46][CH:45]=1)[C:41](O)=[O:42])=[O:37])([CH3:34])([CH3:33])[CH3:32].CN(C(ON1N=NC2C=CC=CC1=2)=[N+](C)C)C.[B-](F)(F)(F)F. Product: [Cl:50][C:47]1[CH:48]=[CH:49][C:44]([C@H:40]([C:41]([N:15]2[CH2:16][CH2:17][N:12]([C:18]3[CH:23]=[CH:22][N:21]=[C:20]4[NH:24][N:25]=[C:26]([O:27][CH2:28][CH2:29][OH:30])[C:19]=34)[CH2:13][CH2:14]2)=[O:42])[CH2:39][N:38]([CH:51]([CH3:52])[CH3:53])[C:36](=[O:37])[O:35][C:31]([CH3:33])([CH3:32])[CH3:34])=[CH:45][CH:46]=1. The catalyst class is: 2. (3) Reactant: [CH3:1][O:2][CH:3]1[CH2:8][CH2:7][CH2:6][CH:5]([NH2:9])[CH2:4]1.[CH3:10][S:11](Cl)(=[O:13])=[O:12]. Product: [CH3:1][O:2][CH:3]1[CH2:8][CH2:7][CH2:6][CH:5]([NH:9][S:11]([CH3:10])(=[O:13])=[O:12])[CH2:4]1. The catalyst class is: 17. (4) Product: [CH2:36]([O:7][C:6]([C@H:12]1[CH2:11][CH2:10][C@@H:9]2[CH2:16][C@H:13]1[CH:14]([OH:15])[N:8]2[C:6]([O:5][C:1]([CH3:2])([CH3:3])[CH3:4])=[O:7])=[O:5])[C:34]1[CH:33]=[CH:3][CH:1]=[CH:2][CH:35]=1. Reactant: [C:1]([O:5][C:6]([N:8]1[C:14](=[O:15])[C@@H:13]2[CH2:16][C@H:9]1[CH2:10][CH2:11][C@@H:12]2NC(OCC1C=CC=CC=1)=O)=[O:7])([CH3:4])([CH3:3])[CH3:2].[CH3:33][CH:34]([CH2:36][AlH][CH2:33][CH:34]([CH3:36])[CH3:35])[CH3:35]. The catalyst class is: 168.